Predict the product of the given reaction. From a dataset of Forward reaction prediction with 1.9M reactions from USPTO patents (1976-2016). Given the reactants C[O:2][C:3]1[CH:4]=[C:5]([S:9]([NH:12][C:13](=[O:15])[CH3:14])(=[O:11])=[O:10])[CH:6]=[CH:7][CH:8]=1.B(Br)(Br)Br, predict the reaction product. The product is: [OH:2][C:3]1[CH:4]=[C:5]([S:9]([NH:12][C:13](=[O:15])[CH3:14])(=[O:11])=[O:10])[CH:6]=[CH:7][CH:8]=1.